From a dataset of Reaction yield outcomes from USPTO patents with 853,638 reactions. Predict the reaction yield, written as a fraction of the theoretical maximum amount of product (1.0 means a 100% yield; for example, 0.34 means a 34% yield). (1) The reactants are [C:1]([O:5][C:6]([N:8]1[CH2:14][CH2:13][CH2:12][CH:11]([NH2:15])[CH2:10][CH2:9]1)=[O:7])([CH3:4])([CH3:3])[CH3:2].C(Cl)CCl.[S:20]1[C:24]([C:25]([NH:27][C@@H:28]([CH2:32][CH:33]([CH3:35])[CH3:34])[C:29](O)=[O:30])=[O:26])=[CH:23][C:22]2[CH:36]=[CH:37][CH:38]=[CH:39][C:21]1=2.CN1CCOCC1. The catalyst is C1C=C2C(N(O)N=NC2=CC=1)=O.C(Cl)Cl. The product is [S:20]1[C:21]2[CH:39]=[CH:38][CH:37]=[CH:36][C:22]=2[CH:23]=[C:24]1[C:25]([NH:27][C@H:28]([C:29]([NH:15][CH:11]1[CH2:12][CH2:13][CH2:14][N:8]([C:6]([O:5][C:1]([CH3:4])([CH3:2])[CH3:3])=[O:7])[CH2:9][CH2:10]1)=[O:30])[CH2:32][CH:33]([CH3:34])[CH3:35])=[O:26]. The yield is 0.860. (2) The reactants are [CH2:1]([O:8][C:9]1[CH:10]=[C:11]([CH:18]=[CH:19][CH:20]=1)[CH2:12][CH:13]([C:16]#[N:17])[C:14]#[N:15])[C:2]1[CH:7]=[CH:6][CH:5]=[CH:4][CH:3]=1.[H-].[Na+].Br[CH2:24][CH2:25][C:26]([F:29])([F:28])[F:27]. The catalyst is CN(C)C=O. The product is [CH2:1]([O:8][C:9]1[CH:10]=[C:11]([CH:18]=[CH:19][CH:20]=1)[CH2:12][C:13]([CH2:24][CH2:25][C:26]([F:29])([F:28])[F:27])([C:16]#[N:17])[C:14]#[N:15])[C:2]1[CH:3]=[CH:4][CH:5]=[CH:6][CH:7]=1. The yield is 0.380. (3) The reactants are [CH:1]1[C:9]2[N:8]3[C:10]([C@@H:13]4[C@H:17]([CH3:18])[CH2:16][C@H:15]([NH2:19])[CH2:14]4)=[CH:11][N:12]=[C:7]3[CH:6]=[N:5][C:4]=2[NH:3][CH:2]=1.[F:20][C:21]([F:31])([F:30])[C:22]1[N:27]=[CH:26][C:25]([CH:28]=O)=[CH:24][N:23]=1.C(O)(=O)C.C(O[BH-](OC(=O)C)OC(=O)C)(=O)C.[Na+]. The catalyst is ClCCCl.CO. The product is [CH:1]1[C:9]2[N:8]3[C:10]([C@@H:13]4[C@H:17]([CH3:18])[CH2:16][C@H:15]([NH:19][CH2:28][C:25]5[CH:26]=[N:27][C:22]([C:21]([F:31])([F:20])[F:30])=[N:23][CH:24]=5)[CH2:14]4)=[CH:11][N:12]=[C:7]3[CH:6]=[N:5][C:4]=2[NH:3][CH:2]=1. The yield is 0.190. (4) The reactants are Cl.[NH2:2][C@@H:3]1[C:11]2[C:6](=[CH:7][CH:8]=[CH:9][CH:10]=2)[CH2:5][C@H:4]1[NH:12][C:13]([C:15]1[NH:19][C:18]2[S:20][C:21]([Cl:23])=[CH:22][C:17]=2[CH:16]=1)=[O:14].CCN(C(C)C)C(C)C.[C:33]([O:37]CC)(=O)[CH:34]=[O:35].[C:40]([OH:43])(=O)[CH3:41].[C:44](O[BH-](OC(=O)C)OC(=O)C)(=[O:46])C.[Na+].Cl. The catalyst is C1COCC1.CCOC(C)=O. The product is [Cl:23][C:21]1[S:20][C:18]2[NH:19][C:15]([C:13]([NH:12][C@@H:4]3[CH2:5][C:6]4[C:11](=[CH:10][CH:9]=[CH:8][CH:7]=4)[C@H:3]3[N:2]([C:44](=[O:46])[C@@H:33]([OH:37])[CH2:34][OH:35])[CH2:41][CH2:40][OH:43])=[O:14])=[CH:16][C:17]=2[CH:22]=1. The yield is 0.810. (5) The reactants are [NH2:1][C:2]1[N:10]=[CH:9][N:8]=[C:7]2[C:3]=1[N:4]=[CH:5][N:6]2[C@H:11]1[C@@H:15]2[O:16]C(C)(C)[O:18][C@@H:14]2[C@@H:13]([CH2:21][N:22]([CH3:41])[CH:23]2[CH2:26][CH:25]([NH:27][C:28]([NH:30][C:31]3[CH:36]=[CH:35][C:34]([C:37]([CH3:40])([CH3:39])[CH3:38])=[CH:33][CH:32]=3)=[O:29])[CH2:24]2)[O:12]1. The catalyst is C(O)(C(F)(F)F)=O.O. The product is [NH2:1][C:2]1[N:10]=[CH:9][N:8]=[C:7]2[C:3]=1[N:4]=[CH:5][N:6]2[C@@H:11]1[O:12][C@H:13]([CH2:21][N:22]([CH3:41])[CH:23]2[CH2:26][CH:25]([NH:27][C:28]([NH:30][C:31]3[CH:36]=[CH:35][C:34]([C:37]([CH3:38])([CH3:39])[CH3:40])=[CH:33][CH:32]=3)=[O:29])[CH2:24]2)[C@@H:14]([OH:18])[C@H:15]1[OH:16]. The yield is 0.650. (6) The product is [CH3:17][C:18]1[CH:19]=[C:20]([CH:23]=[CH:24][C:25]=1[N:26]1[CH2:27][CH2:28][N:29]([CH2:2][C:3]2[CH:12]=[N:11][C:10]3[N:9]4[CH2:13][CH2:14][CH2:15][C@H:8]4[C:7](=[O:16])[NH:6][C:5]=3[CH:4]=2)[CH2:30][CH2:31]1)[C:21]#[N:22]. The reactants are O[CH2:2][C:3]1[CH:12]=[N:11][C:10]2[N:9]3[CH2:13][CH2:14][CH2:15][C@H:8]3[C:7](=[O:16])[NH:6][C:5]=2[CH:4]=1.[CH3:17][C:18]1[CH:19]=[C:20]([CH:23]=[CH:24][C:25]=1[N:26]1[CH2:31][CH2:30][NH:29][CH2:28][CH2:27]1)[C:21]#[N:22].[I-].C(C[P+](C)(C)C)#N.C(N(CC)C(C)C)(C)C. The catalyst is C(#N)CC. The yield is 0.491. (7) The reactants are [CH:1]1([CH2:7][CH2:8][C@H:9]([NH:29][C:30](=[O:39])[C:31]2[CH:36]=[CH:35][CH:34]=[C:33]([O:37][CH3:38])[CH:32]=2)[C:10]([NH:12][C@H:13]([CH2:18][N:19]2[C:27]3[C:22](=[CH:23][C:24]([F:28])=[CH:25][CH:26]=3)[CH2:21][CH2:20]2)[CH2:14][C:15](O)=[O:16])=[O:11])[CH2:6][CH2:5][CH2:4][CH2:3][CH2:2]1.C(N(CC)CC)C.ClC(OCC(C)C)=O.[BH4-].[Na+]. The catalyst is C1COCC1.O. The product is [CH:1]1([CH2:7][CH2:8][C@H:9]([NH:29][C:30](=[O:39])[C:31]2[CH:36]=[CH:35][CH:34]=[C:33]([O:37][CH3:38])[CH:32]=2)[C:10](=[O:11])[NH:12][C@H:13]([CH2:18][N:19]2[C:27]3[C:22](=[CH:23][C:24]([F:28])=[CH:25][CH:26]=3)[CH2:21][CH2:20]2)[CH2:14][CH2:15][OH:16])[CH2:6][CH2:5][CH2:4][CH2:3][CH2:2]1. The yield is 0.510. (8) The reactants are [CH3:1][C:2]1[C:10]([S:11]([NH:14][CH3:15])(=[O:13])=[O:12])=[CH:9][CH:8]=[C:7]2[C:3]=1[CH2:4][C:5](=[O:16])[NH:6]2.[CH2:17]([O:19][C:20](=[O:33])[CH2:21][NH:22][C:23]([C:25]1[C:29]([CH3:30])=[C:28]([CH:31]=O)[NH:27][CH:26]=1)=[O:24])[CH3:18].N1CCCCC1. The yield is 0.520. The catalyst is C(O)C. The product is [CH2:17]([O:19][C:20](=[O:33])[CH2:21][NH:22][C:23]([C:25]1[C:29]([CH3:30])=[C:28]([CH:31]=[C:4]2[C:3]3[C:7](=[CH:8][CH:9]=[C:10]([S:11](=[O:12])(=[O:13])[NH:14][CH3:15])[C:2]=3[CH3:1])[NH:6][C:5]2=[O:16])[NH:27][CH:26]=1)=[O:24])[CH3:18].